From a dataset of NCI-60 drug combinations with 297,098 pairs across 59 cell lines. Regression. Given two drug SMILES strings and cell line genomic features, predict the synergy score measuring deviation from expected non-interaction effect. (1) Drug 1: CC1OCC2C(O1)C(C(C(O2)OC3C4COC(=O)C4C(C5=CC6=C(C=C35)OCO6)C7=CC(=C(C(=C7)OC)O)OC)O)O. Drug 2: C1CN1P(=S)(N2CC2)N3CC3. Cell line: T-47D. Synergy scores: CSS=29.2, Synergy_ZIP=-11.8, Synergy_Bliss=-7.22, Synergy_Loewe=-20.3, Synergy_HSA=-4.51. (2) Drug 1: CC1=CC=C(C=C1)C2=CC(=NN2C3=CC=C(C=C3)S(=O)(=O)N)C(F)(F)F. Drug 2: CN(CCCl)CCCl.Cl. Cell line: K-562. Synergy scores: CSS=26.7, Synergy_ZIP=-9.99, Synergy_Bliss=-5.22, Synergy_Loewe=-8.14, Synergy_HSA=-1.74. (3) Drug 1: C1CCC(C1)C(CC#N)N2C=C(C=N2)C3=C4C=CNC4=NC=N3. Drug 2: C1CN1P(=S)(N2CC2)N3CC3. Cell line: NCI-H522. Synergy scores: CSS=14.8, Synergy_ZIP=-5.96, Synergy_Bliss=-0.136, Synergy_Loewe=1.05, Synergy_HSA=1.89. (4) Drug 1: CC12CCC3C(C1CCC2NC(=O)OCC(F)(F)F)CCC4C3(C=CC(=O)N4C)C. Drug 2: CC1=C(C(=O)C2=C(C1=O)N3CC4C(C3(C2COC(=O)N)OC)N4)N. Cell line: OVCAR3. Synergy scores: CSS=22.7, Synergy_ZIP=-0.934, Synergy_Bliss=-1.04, Synergy_Loewe=-7.22, Synergy_HSA=-1.01. (5) Drug 1: C1=C(C(=O)NC(=O)N1)N(CCCl)CCCl. Drug 2: CC(C)CN1C=NC2=C1C3=CC=CC=C3N=C2N. Cell line: NCI-H226. Synergy scores: CSS=6.20, Synergy_ZIP=-3.74, Synergy_Bliss=-0.248, Synergy_Loewe=-3.68, Synergy_HSA=-2.86. (6) Drug 1: CN1CCC(CC1)COC2=C(C=C3C(=C2)N=CN=C3NC4=C(C=C(C=C4)Br)F)OC. Drug 2: COC1=NC(=NC2=C1N=CN2C3C(C(C(O3)CO)O)O)N. Cell line: U251. Synergy scores: CSS=-0.0975, Synergy_ZIP=-0.165, Synergy_Bliss=-1.31, Synergy_Loewe=-17.6, Synergy_HSA=-3.21. (7) Drug 1: CC=C1C(=O)NC(C(=O)OC2CC(=O)NC(C(=O)NC(CSSCCC=C2)C(=O)N1)C(C)C)C(C)C. Drug 2: C(CN)CNCCSP(=O)(O)O. Cell line: SK-MEL-5. Synergy scores: CSS=48.6, Synergy_ZIP=4.25, Synergy_Bliss=5.06, Synergy_Loewe=-24.1, Synergy_HSA=4.88. (8) Drug 1: CC1=C(C(=CC=C1)Cl)NC(=O)C2=CN=C(S2)NC3=CC(=NC(=N3)C)N4CCN(CC4)CCO. Drug 2: CC12CCC3C(C1CCC2OP(=O)(O)O)CCC4=C3C=CC(=C4)OC(=O)N(CCCl)CCCl.[Na+]. Cell line: NCI-H322M. Synergy scores: CSS=12.3, Synergy_ZIP=-2.32, Synergy_Bliss=3.84, Synergy_Loewe=6.29, Synergy_HSA=4.97. (9) Drug 1: CNC(=O)C1=CC=CC=C1SC2=CC3=C(C=C2)C(=NN3)C=CC4=CC=CC=N4. Drug 2: C(CN)CNCCSP(=O)(O)O. Cell line: HCT116. Synergy scores: CSS=20.4, Synergy_ZIP=-3.85, Synergy_Bliss=2.06, Synergy_Loewe=-5.42, Synergy_HSA=2.89. (10) Drug 1: CC1=C(C=C(C=C1)NC(=O)C2=CC=C(C=C2)CN3CCN(CC3)C)NC4=NC=CC(=N4)C5=CN=CC=C5. Drug 2: B(C(CC(C)C)NC(=O)C(CC1=CC=CC=C1)NC(=O)C2=NC=CN=C2)(O)O. Cell line: NCI-H226. Synergy scores: CSS=17.8, Synergy_ZIP=-1.54, Synergy_Bliss=-5.17, Synergy_Loewe=-30.6, Synergy_HSA=-10.4.